This data is from Reaction yield outcomes from USPTO patents with 853,638 reactions. The task is: Predict the reaction yield, written as a fraction of the theoretical maximum amount of product (1.0 means a 100% yield; for example, 0.34 means a 34% yield). The reactants are [CH3:1][C@@H:2]1[O:7][C@@H:6]([O:8][C@@H:9]2[C:18]3[C:13](=[C:14]([OH:32])[C:15]4[C:24](=[O:25])[C:23]5[CH:26]=[CH:27][CH:28]=[C:29]([O:30][CH3:31])[C:22]=5[C:20](=[O:21])[C:16]=4[C:17]=3[OH:19])[CH2:12][C@@:11]([OH:37])([C:33](CO)=[O:34])[CH2:10]2)[CH2:5][C@@H:4]2[N:38]3[C@H:43]([O:44][C@H:3]12)[C@@H:42]([O:45][CH3:46])[O:41][CH2:40][CH2:39]3.C[OH:48].O. The catalyst is O. The product is [OH:37][C@:11]1([C:33]([OH:34])=[O:48])[CH2:10][C@H:9]([O:8][C@@H:6]2[O:7][C@@H:2]([CH3:1])[C@H:3]3[O:44][C@H:43]4[N:38]([C@H:4]3[CH2:5]2)[CH2:39][CH2:40][O:41][C@@H:42]4[O:45][CH3:46])[C:18]2[C:13](=[C:14]([OH:32])[C:15]3[C:24](=[O:25])[C:23]4[C:22]([C:20](=[O:21])[C:16]=3[C:17]=2[OH:19])=[C:29]([O:30][CH3:31])[CH:28]=[CH:27][CH:26]=4)[CH2:12]1. The yield is 0.800.